Dataset: Forward reaction prediction with 1.9M reactions from USPTO patents (1976-2016). Task: Predict the product of the given reaction. (1) Given the reactants OC(C(F)(F)F)=O.[NH:8]1[CH2:11][CH:10]([NH:12][C:13](=[O:30])[CH2:14][NH:15][C:16]2[C:20]3[CH:21]=[C:22]([O:25][C:26]([F:29])([F:28])[F:27])[CH:23]=[CH:24][C:19]=3[O:18][N:17]=2)[CH2:9]1.[O:31]1[C:35]2[CH:36]=[CH:37][C:38]([CH:40]3[CH2:45][CH2:44][C:43](=O)[CH2:42][CH2:41]3)=[CH:39][C:34]=2[O:33][CH2:32]1, predict the reaction product. The product is: [O:31]1[C:35]2[CH:36]=[CH:37][C:38]([CH:40]3[CH2:45][CH2:44][CH:43]([N:8]4[CH2:9][CH:10]([NH:12][C:13](=[O:30])[CH2:14][NH:15][C:16]5[C:20]6[CH:21]=[C:22]([O:25][C:26]([F:28])([F:27])[F:29])[CH:23]=[CH:24][C:19]=6[O:18][N:17]=5)[CH2:11]4)[CH2:42][CH2:41]3)=[CH:39][C:34]=2[O:33][CH2:32]1. (2) Given the reactants [CH2:1]([O:3][C:4]([C:6]1([C:15]2[CH:20]=[CH:19][C:18]([C:21]#[N:22])=[CH:17][CH:16]=2)[N:11]2[CH:12]=[N:13][CH:14]=[C:10]2[CH2:9][CH2:8][CH2:7]1)=[O:5])[CH3:2].[N+:23]([O-])([OH:25])=[O:24].S(=O)(=O)(O)O, predict the reaction product. The product is: [CH2:1]([O:3][C:4]([C:6]1([C:15]2[CH:16]=[CH:17][C:18]([C:21]#[N:22])=[CH:19][C:20]=2[N+:23]([O-:25])=[O:24])[N:11]2[CH:12]=[N:13][CH:14]=[C:10]2[CH2:9][CH2:8][CH2:7]1)=[O:5])[CH3:2]. (3) Given the reactants [NH2:1][C@@H:2]1[CH2:7][CH2:6][CH2:5][N:4]([C:8]([O:10][C:11]([CH3:14])([CH3:13])[CH3:12])=[O:9])[CH2:3]1.C(=O)([O-])[O-].[Cs+].[Cs+].Cl[C:22]1[N:27]=[C:26]([C:28]2[CH:29]=[N:30][N:31]3[CH:36]=[CH:35][N:34]=[CH:33][C:32]=23)[CH:25]=[N:24][CH:23]=1, predict the reaction product. The product is: [N:30]1[N:31]2[CH:36]=[CH:35][N:34]=[CH:33][C:32]2=[C:28]([C:26]2[N:27]=[C:22]([NH:1][C@@H:2]3[CH2:7][CH2:6][CH2:5][N:4]([C:8]([O:10][C:11]([CH3:14])([CH3:13])[CH3:12])=[O:9])[CH2:3]3)[CH:23]=[N:24][CH:25]=2)[CH:29]=1. (4) Given the reactants [F:1][C:2]([C:5]1[O:9][C:8]([CH2:10][N:11]2[N:15]=[C:14]([NH2:16])[CH:13]=[N:12]2)=[CH:7][CH:6]=1)([F:4])[CH3:3].[CH3:17][O:18][C:19]1[CH:20]=[C:21]([C:25]2[O:29][CH:28]=[N:27][C:26]=2[C:30](O)=[O:31])[CH:22]=[CH:23][CH:24]=1, predict the reaction product. The product is: [F:4][C:2]([C:5]1[O:9][C:8]([CH2:10][N:11]2[N:15]=[C:14]([NH:16][C:30]([C:26]3[N:27]=[CH:28][O:29][C:25]=3[C:21]3[CH:22]=[CH:23][CH:24]=[C:19]([O:18][CH3:17])[CH:20]=3)=[O:31])[CH:13]=[N:12]2)=[CH:7][CH:6]=1)([F:1])[CH3:3]. (5) Given the reactants [CH3:1][C:2]1[S:3][CH:4]=[C:5]([C:7]([OH:9])=O)[N:6]=1.S(Cl)(Cl)=O.[N:14]1[CH:19]=[CH:18][C:17]([NH2:20])=[CH:16][N:15]=1.[CH2:21](N(CC)CC)C, predict the reaction product. The product is: [CH3:21][N:20]([C:17]1[CH:18]=[CH:19][N:14]=[N:15][CH:16]=1)[C:7]([C:5]1[N:6]=[C:2]([CH3:1])[S:3][CH:4]=1)=[O:9]. (6) Given the reactants [CH3:1][S:2]([O:5][C:6]1[C:14]([O:15][CH3:16])=[CH:13][C:12]([C:17]2[N:18]([C:28]([O:30][C:31]([CH3:34])([CH3:33])[CH3:32])=[O:29])[C:19]3[C:24]([CH:25]=2)=[C:23]([CH:26]=O)[CH:22]=[CH:21][CH:20]=3)=[C:11]2C=1CN[C:10]2=[O:35])(=[O:4])=[O:3].[CH2:36]([NH:38][CH2:39][CH3:40])[CH3:37].C(O)(=O)C.C(O[BH-](OC(=O)C)OC(=O)C)(=O)C.[Na+].[C:59](#[N:61])[CH3:60], predict the reaction product. The product is: [CH3:1][S:2]([O:5][C:6]1[C:14]([O:15][CH3:16])=[CH:13][C:12]([C:17]2[N:18]([C:28]([O:30][C:31]([CH3:32])([CH3:34])[CH3:33])=[O:29])[C:19]3[C:24]([CH:25]=2)=[C:23]([CH2:26][N:38]([CH2:39][CH3:40])[CH2:36][CH3:37])[CH:22]=[CH:21][CH:20]=3)=[C:11]2[C:60]=1[CH2:59][NH:61][C:10]2=[O:35])(=[O:4])=[O:3]. (7) Given the reactants [NH2:1][C:2]1[C:6]([C:7]([NH:9][CH:10]([CH3:12])[CH3:11])=[O:8])=[CH:5][N:4]([C:13]2[CH:14]=[N:15][CH:16]=[CH:17][CH:18]=2)[N:3]=1.[N:19]([O-])=O.[Na+].C(=O)(O)[O-].[Na+], predict the reaction product. The product is: [CH:10]([N:9]1[C:7](=[O:8])[C:6]2=[CH:5][N:4]([C:13]3[CH:14]=[N:15][CH:16]=[CH:17][CH:18]=3)[N:3]=[C:2]2[N:1]=[N:19]1)([CH3:12])[CH3:11]. (8) Given the reactants C(O[C:6]([N:8]1[CH2:12][C:11](=[N:13][O:14][CH3:15])[CH2:10][C@H:9]1[C:16]([OH:18])=O)=[O:7])(C)(C)C.[CH3:19][C:20]1[CH:25]=[CH:24][CH:23]=[CH:22][C:21]=1[C:26]1[CH:31]=[CH:30][C:29](C(O)=O)=[C:28]([CH3:35])[CH:27]=1.[NH2:36][CH:37]([CH2:40][OH:41])[CH2:38][OH:39], predict the reaction product. The product is: [CH3:19][C:20]1[CH:25]=[CH:24][CH:23]=[CH:22][C:21]=1[C:26]1[CH:31]=[CH:30][C:29]([C:6]([N:8]2[CH2:12][C:11](=[N:13][O:14][CH3:15])[CH2:10][C@H:9]2[C:16]([NH:36][CH:37]([CH2:40][OH:41])[CH2:38][OH:39])=[O:18])=[O:7])=[C:28]([CH3:35])[CH:27]=1. (9) Given the reactants C([Cl:4])(=O)C.C(Cl)Cl.[Cl:8][C:9]1[CH:10]=[C:11]([CH:22]=[CH:23][C:24]=1[NH:25]C=O)[C:12]([NH:14][C:15]1[CH:20]=[CH:19][CH:18]=[CH:17][C:16]=1[CH3:21])=[O:13], predict the reaction product. The product is: [Cl-:4].[Cl:8][C:9]1[CH:10]=[C:11]([C:12](=[O:13])[NH:14][C:15]2[CH:20]=[CH:19][CH:18]=[CH:17][C:16]=2[CH3:21])[CH:22]=[CH:23][C:24]=1[NH3+:25]. (10) Given the reactants [Si:1]([O:18][CH:19]1[CH2:22][N:21]([C:23]2[S:24][CH:25]=[C:26]([C:28]([O:30]CC)=O)[N:27]=2)[CH2:20]1)([C:14]([CH3:17])([CH3:16])[CH3:15])([C:8]1[CH:13]=[CH:12][CH:11]=[CH:10][CH:9]=1)[C:2]1[CH:7]=[CH:6][CH:5]=[CH:4][CH:3]=1.[NH:33]1[CH2:37][CH2:36][CH2:35][CH2:34]1.C[Al](C)C.C(O)(=O)C.C(OCC)(=O)C, predict the reaction product. The product is: [Si:1]([O:18][CH:19]1[CH2:20][N:21]([C:23]2[S:24][CH:25]=[C:26]([C:28]([N:33]3[CH2:37][CH2:36][CH2:35][CH2:34]3)=[O:30])[N:27]=2)[CH2:22]1)([C:14]([CH3:17])([CH3:15])[CH3:16])([C:8]1[CH:13]=[CH:12][CH:11]=[CH:10][CH:9]=1)[C:2]1[CH:7]=[CH:6][CH:5]=[CH:4][CH:3]=1.